This data is from NCI-60 drug combinations with 297,098 pairs across 59 cell lines. The task is: Regression. Given two drug SMILES strings and cell line genomic features, predict the synergy score measuring deviation from expected non-interaction effect. (1) Drug 1: CC12CCC3C(C1CCC2=O)CC(=C)C4=CC(=O)C=CC34C. Drug 2: C1CC(=O)NC(=O)C1N2C(=O)C3=CC=CC=C3C2=O. Cell line: CAKI-1. Synergy scores: CSS=24.5, Synergy_ZIP=1.78, Synergy_Bliss=-1.17, Synergy_Loewe=-8.42, Synergy_HSA=-1.27. (2) Drug 1: C1CC(=O)NC(=O)C1N2CC3=C(C2=O)C=CC=C3N. Drug 2: C1=CC(=CC=C1CC(C(=O)O)N)N(CCCl)CCCl.Cl. Cell line: A549. Synergy scores: CSS=38.8, Synergy_ZIP=-4.06, Synergy_Bliss=5.08, Synergy_Loewe=4.62, Synergy_HSA=4.69. (3) Drug 1: CCCCCOC(=O)NC1=NC(=O)N(C=C1F)C2C(C(C(O2)C)O)O. Drug 2: CC(C)(C#N)C1=CC(=CC(=C1)CN2C=NC=N2)C(C)(C)C#N. Cell line: IGROV1. Synergy scores: CSS=-2.17, Synergy_ZIP=1.41, Synergy_Bliss=1.17, Synergy_Loewe=-3.58, Synergy_HSA=-2.48.